Dataset: NCI-60 drug combinations with 297,098 pairs across 59 cell lines. Task: Regression. Given two drug SMILES strings and cell line genomic features, predict the synergy score measuring deviation from expected non-interaction effect. Drug 1: C1=NC2=C(N=C(N=C2N1C3C(C(C(O3)CO)O)O)F)N. Drug 2: CCC1=C2CN3C(=CC4=C(C3=O)COC(=O)C4(CC)O)C2=NC5=C1C=C(C=C5)O. Cell line: NCI-H226. Synergy scores: CSS=4.87, Synergy_ZIP=-2.05, Synergy_Bliss=-2.50, Synergy_Loewe=-16.8, Synergy_HSA=-3.57.